The task is: Predict which catalyst facilitates the given reaction.. This data is from Catalyst prediction with 721,799 reactions and 888 catalyst types from USPTO. (1) Product: [CH3:1][N:2]([C:14]1[N:23]=[C:22]([NH2:24])[C:21]2[C:16](=[CH:17][C:18]([O:27][CH3:28])=[C:19]([O:25][CH3:26])[CH:20]=2)[N:15]=1)[CH2:3][CH2:4][CH2:5][NH:6][C:7]([CH:9]1[O:13][CH2:12][CH2:11][CH2:10]1)=[O:8].[ClH:35]. The catalyst class is: 32. Reactant: [CH3:1][N:2]([C:14]1[N:23]=[C:22]([NH2:24])[C:21]2[C:16](=[CH:17][C:18]([O:27][CH3:28])=[C:19]([O:25][CH3:26])[CH:20]=2)[N:15]=1)[CH2:3][CH2:4][CH2:5][NH:6][C:7]([CH:9]1[O:13][CH2:12][CH2:11][CH2:10]1)=[O:8].C(OC)(C)(C)C.[ClH:35]. (2) Reactant: [Br:1][C:2]1[C:7]([CH3:8])=[CH:6][C:5]([CH2:9][CH2:10][CH:11]([OH:13])[CH3:12])=[CH:4][C:3]=1[CH3:14].CC(OI1(OC(C)=O)(OC(C)=O)OC(=O)C2C=CC=CC1=2)=O. Product: [Br:1][C:2]1[C:7]([CH3:8])=[CH:6][C:5]([CH2:9][CH2:10][C:11](=[O:13])[CH3:12])=[CH:4][C:3]=1[CH3:14]. The catalyst class is: 4.